This data is from Catalyst prediction with 721,799 reactions and 888 catalyst types from USPTO. The task is: Predict which catalyst facilitates the given reaction. (1) Reactant: [CH:1]1[C:11]2[CH2:10][CH2:9][C:8]3[CH:12]=[CH:13][CH:14]=[CH:15][C:7]=3[C:6](=[CH:16][C:17]3[CH:18]=[C:19]([NH:23][S:24]([CH3:27])(=[O:26])=[O:25])[CH:20]=[CH:21][CH:22]=3)[C:5]=2[CH:4]=[CH:3][CH:2]=1. Product: [CH:1]1[C:11]2[CH2:10][CH2:9][C:8]3[CH:12]=[CH:13][CH:14]=[CH:15][C:7]=3[CH:6]([CH2:16][C:17]3[CH:18]=[C:19]([NH:23][S:24]([CH3:27])(=[O:26])=[O:25])[CH:20]=[CH:21][CH:22]=3)[C:5]=2[CH:4]=[CH:3][CH:2]=1. The catalyst class is: 29. (2) Reactant: [C:1]([CH:3]=[CH:4][C:5]1[CH:6]=[C:7]2[C:12](=[C:13]([CH2:15][N:16]([CH:24]3[CH2:26][CH2:25]3)[C:17](=[O:23])[O:18][C:19]([CH3:22])([CH3:21])[CH3:20])[CH:14]=1)[N:11]=[CH:10][CH:9]=[CH:8]2)#[N:2]. Product: [C:1]([CH2:3][CH2:4][C:5]1[CH:6]=[C:7]2[C:12](=[C:13]([CH2:15][N:16]([CH:24]3[CH2:25][CH2:26]3)[C:17](=[O:23])[O:18][C:19]([CH3:20])([CH3:21])[CH3:22])[CH:14]=1)[N:11]=[CH:10][CH:9]=[CH:8]2)#[N:2]. The catalyst class is: 99. (3) Reactant: Cl.C([O:5][C:6]1[CH:7]=[C:8]2[C:13](=[CH:14][C:15]=1[O:16][CH3:17])[N:12]=[CH:11][N:10]=[C:9]2[NH:18][C:19]1[CH:24]=[CH:23][CH:22]=[C:21]([Cl:25])[C:20]=1[F:26])(=O)C.O.[OH-].[Na+].C(O)(=O)C. Product: [Cl:25][C:21]1[C:20]([F:26])=[C:19]([CH:24]=[CH:23][CH:22]=1)[NH:18][C:9]1[C:8]2[C:13](=[CH:14][C:15]([O:16][CH3:17])=[C:6]([OH:5])[CH:7]=2)[N:12]=[CH:11][N:10]=1. The catalyst class is: 5. (4) Reactant: [C:1]([N:8]1[CH2:13][CH2:12][C:11](=[O:14])[CH2:10][CH2:9]1)([O:3][C:4]([CH3:7])([CH3:6])[CH3:5])=[O:2].N1CCCC1.[CH3:20][C:21]([C:23]1[CH:28]=[C:27]([Br:29])[CH:26]=[CH:25][C:24]=1O)=[O:22]. Product: [Br:29][C:27]1[CH:28]=[C:23]2[C:24](=[CH:25][CH:26]=1)[O:14][C:11]1([CH2:12][CH2:13][N:8]([C:1]([O:3][C:4]([CH3:7])([CH3:6])[CH3:5])=[O:2])[CH2:9][CH2:10]1)[CH2:20][C:21]2=[O:22]. The catalyst class is: 5. (5) Reactant: [CH3:1][O:2][C:3]1[CH:12]=[CH:11][CH:10]=[C:9]2[C:4]=1[CH2:5][CH:6]([NH2:13])[CH2:7][O:8]2.Br[CH2:15][CH2:16][CH2:17][C:18]1[C:26]2[C:21](=[CH:22][CH:23]=[C:24]([F:27])[CH:25]=2)[NH:20][CH:19]=1.C(N(CC)CC)C.CCCCCC.CCOC(C)=O.CO. Product: [F:27][C:24]1[CH:25]=[C:26]2[C:21](=[CH:22][CH:23]=1)[NH:20][CH:19]=[C:18]2[CH2:17][CH2:16][CH2:15][NH:13][CH:6]1[CH2:5][C:4]2[C:9](=[CH:10][CH:11]=[CH:12][C:3]=2[O:2][CH3:1])[O:8][CH2:7]1. The catalyst class is: 16. (6) Reactant: [N:1]1([CH:10]=[O:11])[C:5]2[CH:6]=[CH:7][CH:8]=[CH:9][C:4]=2N=N1.[F:12][C:13]([F:23])([F:22])[O:14]C1C=CC(N)=CC=1. Product: [F:12][C:13]([F:23])([F:22])[O:14][C:8]1[CH:7]=[CH:6][C:5]([NH:1][CH:10]=[O:11])=[CH:4][CH:9]=1. The catalyst class is: 7. (7) Reactant: [F:1][C:2]1([F:17])[O:6][C:5]2[CH:7]=[CH:8][C:9]([C:11]3([C:14](Cl)=[O:15])[CH2:13][CH2:12]3)=[CH:10][C:4]=2[O:3]1.[NH2:18][C:19]1[N:24]=[C:23]([C:25]2[CH:37]=[CH:36][C:28]([C:29]([O:31][C:32]([CH3:35])([CH3:34])[CH3:33])=[O:30])=[CH:27][CH:26]=2)[C:22]([CH3:38])=[CH:21][N:20]=1. Product: [F:1][C:2]1([F:17])[O:6][C:5]2[CH:7]=[CH:8][C:9]([C:11]3([C:14]([NH:18][C:19]4[N:24]=[C:23]([C:25]5[CH:26]=[CH:27][C:28]([C:29]([O:31][C:32]([CH3:33])([CH3:34])[CH3:35])=[O:30])=[CH:36][CH:37]=5)[C:22]([CH3:38])=[CH:21][N:20]=4)=[O:15])[CH2:13][CH2:12]3)=[CH:10][C:4]=2[O:3]1. The catalyst class is: 17. (8) Reactant: [F:1][C:2]1[CH:16]=[CH:15][C:5]([CH2:6][NH:7][CH:8]([C:12]([NH2:14])=[O:13])[C:9]([NH2:11])=[O:10])=[CH:4][CH:3]=1.[CH:17](OCC)(OCC)OCC.CC1C=CC(S(O)(=O)=O)=CC=1. Product: [OH:13][C:12]1[N:14]=[CH:17][N:7]([CH2:6][C:5]2[CH:4]=[CH:3][C:2]([F:1])=[CH:16][CH:15]=2)[C:8]=1[C:9]([NH2:11])=[O:10]. The catalyst class is: 8. (9) Reactant: C([Sn](CCCC)(CCCC)[C:6]1[O:7][CH:8]=[CH:9][CH:10]=1)CCC.[CH3:19][CH:20]([CH3:26])[CH2:21][CH2:22][C:23](Cl)=[O:24]. Product: [CH3:19][CH:20]([CH3:26])[CH2:21][CH2:22][C:23]([C:6]1[O:7][CH:8]=[CH:9][CH:10]=1)=[O:24]. The catalyst class is: 516. (10) Reactant: [OH:1][C:2]1[CH:9]=[CH:8][C:7]([OH:10])=[CH:6][C:3]=1[CH:4]=[O:5].[CH2:11](I)[CH3:12].C(=O)([O-])[O-].[K+].[K+].CN(C)C=O. Product: [CH2:11]([O:1][C:2]1[CH:9]=[CH:8][C:7]([OH:10])=[CH:6][C:3]=1[CH:4]=[O:5])[CH3:12]. The catalyst class is: 6.